This data is from Reaction yield outcomes from USPTO patents with 853,638 reactions. The task is: Predict the reaction yield, written as a fraction of the theoretical maximum amount of product (1.0 means a 100% yield; for example, 0.34 means a 34% yield). (1) The reactants are [I:1][C:2]1[CH:7]=[CH:6][C:5]([S:8](Cl)(=[O:10])=[O:9])=[CH:4][CH:3]=1.C(N(CC)CC)C.[CH3:19][O:20][CH2:21][CH2:22][O:23][CH2:24][CH2:25][O:26][CH2:27][CH2:28][NH2:29]. The catalyst is C(Cl)Cl. The product is [I:1][C:2]1[CH:7]=[CH:6][C:5]([S:8]([NH:29][CH2:28][CH2:27][O:26][CH2:25][CH2:24][O:23][CH2:22][CH2:21][O:20][CH3:19])(=[O:10])=[O:9])=[CH:4][CH:3]=1. The yield is 0.640. (2) The reactants are [C:1]([C:5]1[C:14]([O:15]C(=O)C(C)(C)C)=[CH:13][C:8]2[CH2:9][CH:10]([CH3:12])[O:11][C:7]=2[CH:6]=1)([CH3:4])([CH3:3])[CH3:2].[H-].C([Al+]CC(C)C)C(C)C. The catalyst is CCCCCC. The product is [C:1]([C:5]1[C:14]([OH:15])=[CH:13][C:8]2[CH2:9][CH:10]([CH3:12])[O:11][C:7]=2[CH:6]=1)([CH3:2])([CH3:3])[CH3:4]. The yield is 0.840. (3) The reactants are C(OC(=O)[CH2:5][O:6][C@H:7]1[CH2:12][CH2:11][C@H:10]([N:13]2[C:18](=[O:19])[C:17]([CH2:20][C:21]3[CH:26]=[CH:25][C:24]([C:27]4[CH:32]=[CH:31][CH:30]=[CH:29][C:28]=4[C:33]#[N:34])=[CH:23][C:22]=3[F:35])=[C:16]([CH2:36][CH2:37][CH3:38])[N:15]3[N:39]=[CH:40][CH:41]=[C:14]23)[CH2:9][CH2:8]1)C.[CH3:43][Mg]Br.C([O:49][CH2:50][CH3:51])(=O)C. The catalyst is O1CCCC1. The product is [F:35][C:22]1[CH:23]=[C:24]([C:27]2[C:28]([C:33]#[N:34])=[CH:29][CH:30]=[CH:31][CH:32]=2)[CH:25]=[CH:26][C:21]=1[CH2:20][C:17]1[C:18](=[O:19])[N:13]([C@H:10]2[CH2:9][CH2:8][C@H:7]([O:6][CH2:5][C:50]([OH:49])([CH3:51])[CH3:43])[CH2:12][CH2:11]2)[C:14]2[N:15]([N:39]=[CH:40][CH:41]=2)[C:16]=1[CH2:36][CH2:37][CH3:38]. The yield is 0.880. (4) The reactants are [NH2:1][CH2:2][CH2:3][CH2:4][O:5][CH2:6][CH2:7][O:8][CH2:9][CH2:10][O:11][CH2:12][CH2:13][O:14][CH2:15][CH2:16][O:17][CH2:18][CH2:19][CH2:20][NH:21][C:22]1[CH:30]=[C:29]([N:31]2[C:39]3[CH2:38][C:37]([CH3:41])([CH3:40])[CH2:36][C:35](=[O:42])[C:34]=3[C:33]([CH3:43])=[N:32]2)[CH:28]=[CH:27][C:23]=1[C:24]([NH2:26])=[O:25].[CH3:44][N:45]([C:59]1[CH:60]=[CH:61][C:62]([C:65]([NH:67][C@H:68]([C:74]([OH:76])=[O:75])[CH2:69][CH2:70][C:71](O)=[O:72])=[O:66])=[CH:63][CH:64]=1)[CH2:46][C:47]1[CH:48]=[N:49][C:50]2[N:56]=[C:55]([NH2:57])[N:54]=[C:53]([NH2:58])[C:51]=2[N:52]=1.C(Cl)CCl.CO. The catalyst is CN(C=O)C.C(O)=O. The product is [C:24]([C:23]1[CH:27]=[CH:28][C:29]([N:31]2[C:39]3[CH2:38][C:37]([CH3:40])([CH3:41])[CH2:36][C:35](=[O:42])[C:34]=3[C:33]([CH3:43])=[N:32]2)=[CH:30][C:22]=1[NH:21][CH2:20][CH2:19][CH2:18][O:17][CH2:16][CH2:15][O:14][CH2:13][CH2:12][O:11][CH2:10][CH2:9][O:8][CH2:7][CH2:6][O:5][CH2:4][CH2:3][CH2:2][NH:1][C:71](=[O:72])[CH2:70][CH2:69][C@H:68]([NH:67][C:65](=[O:66])[C:62]1[CH:63]=[CH:64][C:59]([N:45]([CH2:46][C:47]2[N:52]=[C:51]3[C:50](=[N:49][CH:48]=2)[N:56]=[C:55]([NH2:57])[N:54]=[C:53]3[NH2:58])[CH3:44])=[CH:60][CH:61]=1)[C:74]([OH:76])=[O:75])(=[O:25])[NH2:26]. The yield is 0.640. (5) The reactants are [F:1][C:2]([F:14])([F:13])[CH:3]1[C:12]2[C:7](=[CH:8][CH:9]=[CH:10][CH:11]=2)[NH:6][CH2:5][CH2:4]1.I[CH2:16][C:17]([NH2:19])=[O:18].CCN(C(C)C)C(C)C.[OH-].[Na+]. The catalyst is CN(C=O)C. The product is [F:14][C:2]([F:1])([F:13])[CH:3]1[C:12]2[C:7](=[CH:8][CH:9]=[CH:10][CH:11]=2)[N:6]([CH2:16][C:17]([NH2:19])=[O:18])[CH2:5][CH2:4]1. The yield is 0.590. (6) The reactants are Br[C:2]1[CH:7]=[CH:6][C:5]([NH2:8])=[C:4]([Cl:9])[CH:3]=1.C(N(CC)CC)C.[CH3:17][C:18]1([CH3:25])[C:22]([CH3:24])([CH3:23])[O:21][BH:20][O:19]1. The catalyst is O1CCOCC1.CCOCC.O.C1C=CC([PH+]([C]2[CH][CH][CH][CH]2)C2C=CC=CC=2)=CC=1.C1C=CC([PH+]([C]2[CH][CH][CH][CH]2)C2C=CC=CC=2)=CC=1.C(Cl)Cl.Cl[Pd]Cl.[Fe]. The product is [Cl:9][C:4]1[CH:3]=[C:2]([B:20]2[O:21][C:22]([CH3:24])([CH3:23])[C:18]([CH3:25])([CH3:17])[O:19]2)[CH:7]=[CH:6][C:5]=1[NH2:8]. The yield is 0.500.